The task is: Predict which catalyst facilitates the given reaction.. This data is from Catalyst prediction with 721,799 reactions and 888 catalyst types from USPTO. Reactant: [ClH:1].O1CCOCC1.[CH:8]1([N:11]2[CH2:16][CH2:15][N:14](C(OC(C)(C)C)=O)[CH2:13][CH2:12]2)[CH2:10][CH2:9]1. Product: [ClH:1].[ClH:1].[CH:8]1([N:11]2[CH2:16][CH2:15][NH:14][CH2:13][CH2:12]2)[CH2:10][CH2:9]1. The catalyst class is: 125.